Dataset: Full USPTO retrosynthesis dataset with 1.9M reactions from patents (1976-2016). Task: Predict the reactants needed to synthesize the given product. Given the product [C:1]([O:5][C:6](=[O:24])[C:7]1[CH:12]=[CH:11][C:10]([NH2:13])=[C:9]([NH:16][CH2:17][CH2:18][C:19]([O:21][CH2:22][CH3:23])=[O:20])[CH:8]=1)([CH3:3])([CH3:4])[CH3:2], predict the reactants needed to synthesize it. The reactants are: [C:1]([O:5][C:6](=[O:24])[C:7]1[CH:12]=[CH:11][C:10]([N+:13]([O-])=O)=[C:9]([NH:16][CH2:17][CH2:18][C:19]([O:21][CH2:22][CH3:23])=[O:20])[CH:8]=1)([CH3:4])([CH3:3])[CH3:2].